Dataset: Forward reaction prediction with 1.9M reactions from USPTO patents (1976-2016). Task: Predict the product of the given reaction. (1) Given the reactants Br[CH2:2][CH2:3][CH2:4][N:5]1[C:13]2[CH:12]=[CH:11][N:10]=[C:9]([NH2:14])[C:8]=2[N:7]=[C:6]1[S:15][C:16]1[C:25]2[C:20](=[CH:21][CH:22]=[CH:23][CH:24]=2)[CH:19]=[CH:18][CH:17]=1.[CH:26]([NH2:29])([CH3:28])[CH3:27], predict the reaction product. The product is: [CH:26]([NH:29][CH2:2][CH2:3][CH2:4][N:5]1[C:13]2[CH:12]=[CH:11][N:10]=[C:9]([NH2:14])[C:8]=2[N:7]=[C:6]1[S:15][C:16]1[C:25]2[C:20](=[CH:21][CH:22]=[CH:23][CH:24]=2)[CH:19]=[CH:18][CH:17]=1)([CH3:28])[CH3:27]. (2) Given the reactants [F:1][C:2]1[CH:7]=[CH:6][C:5]([C:8](=[N:20]O)[CH2:9][C:10]2[CH:15]=[CH:14][C:13]([C:16]([F:19])([F:18])[F:17])=[CH:12][N:11]=2)=[CH:4][CH:3]=1.CS(Cl)(=O)=O.C(N(CC)CC)C.O, predict the reaction product. The product is: [F:1][C:2]1[CH:7]=[CH:6][C:5]([C:8]2[CH:9]=[C:10]3[CH:15]=[CH:14][C:13]([C:16]([F:19])([F:18])[F:17])=[CH:12][N:11]3[N:20]=2)=[CH:4][CH:3]=1. (3) Given the reactants [Cl:1][C:2]1[CH:3]=[C:4](B(O)O)[CH:5]=[CH:6][C:7]=1[O:8][CH:9]([CH3:11])[CH3:10].Cl[C:16]1[N:21]=[CH:20][C:19]([C:22]2[CH:27]=[CH:26][CH:25]=[C:24](/[CH:28]=[CH:29]/[O:30][CH3:31])[C:23]=2[CH2:32][CH3:33])=[CH:18][N:17]=1.C(=O)([O-])[O-].[Cs+].[Cs+], predict the reaction product. The product is: [Cl:1][C:2]1[CH:3]=[C:4]([C:16]2[N:17]=[CH:18][C:19]([C:22]3[CH:27]=[CH:26][CH:25]=[C:24](/[CH:28]=[CH:29]/[O:30][CH3:31])[C:23]=3[CH2:32][CH3:33])=[CH:20][N:21]=2)[CH:5]=[CH:6][C:7]=1[O:8][CH:9]([CH3:11])[CH3:10]. (4) The product is: [NH2:26][C:19]1[C:18]2[N:17]=[C:16]([CH3:27])[N:15]([CH2:14][CH2:13][NH:12][C:10]([NH:9][P:4]([O:6][CH2:7][CH3:8])([O:3][CH2:1][CH3:2])=[O:5])=[O:11])[C:23]=2[C:22]([CH3:24])=[C:21]([CH3:25])[N:20]=1. Given the reactants [CH2:1]([O:3][P:4]([N:9]=[C:10]=[O:11])([O:6][CH2:7][CH3:8])=[O:5])[CH3:2].[NH2:12][CH2:13][CH2:14][N:15]1[C:23]2[C:22]([CH3:24])=[C:21]([CH3:25])[N:20]=[C:19]([NH2:26])[C:18]=2[N:17]=[C:16]1[CH3:27], predict the reaction product. (5) Given the reactants [CH2:1]([C:3]1[O:4][C:5]2[CH:11]=[C:10]([C:12]([OH:14])=O)[CH:9]=[C:8]([O:15][C:16]3[CH:21]=[CH:20][C:19]([S:22]([CH3:25])(=[O:24])=[O:23])=[CH:18][CH:17]=3)[C:6]=2[CH:7]=1)[CH3:2].CN(C(ON1N=NC2C=CC=NC1=2)=[N+](C)C)C.F[P-](F)(F)(F)(F)F.CCN(C(C)C)C(C)C.[CH3:59][C:60]1[CH:61]=[CH:62][C:63]([NH2:66])=[N:64][CH:65]=1, predict the reaction product. The product is: [CH2:1]([C:3]1[O:4][C:5]2[CH:11]=[C:10]([C:12]([NH:66][C:63]3[CH:62]=[CH:61][C:60]([CH3:59])=[CH:65][N:64]=3)=[O:14])[CH:9]=[C:8]([O:15][C:16]3[CH:17]=[CH:18][C:19]([S:22]([CH3:25])(=[O:24])=[O:23])=[CH:20][CH:21]=3)[C:6]=2[CH:7]=1)[CH3:2]. (6) Given the reactants [Cl:1][C:2]1[N:10]=[C:9]2[C:5]([NH:6][CH:7]=[N:8]2)=[C:4]([Cl:11])[N:3]=1.CC1C=CC(S(O)(=O)=O)=CC=1.[CH2:23]1[CH2:28][O:27][CH:26]=[CH:25][CH2:24]1, predict the reaction product. The product is: [Cl:1][C:2]1[N:10]=[C:9]2[C:5]([N:6]=[CH:7][N:8]2[CH:26]2[CH2:25][CH2:24][CH2:23][CH2:28][O:27]2)=[C:4]([Cl:11])[N:3]=1. (7) Given the reactants Cl[C:2]1[N:11]=[C:10]([NH:12][CH2:13][CH:14]([CH:21]2[CH2:26][CH2:25][CH2:24][CH2:23][CH2:22]2)[C:15]2[CH:20]=[CH:19][CH:18]=[CH:17][CH:16]=2)[C:9]2[C:4](=[CH:5][CH:6]=[CH:7][CH:8]=2)[N:3]=1.CC1(C)C(C)(C)OB([C:35]2[CH:36]=[N:37][C:38]([NH2:41])=[N:39][CH:40]=2)O1.C(NC1C2C(=CC=CC=2)N=C(C2SC3C=CC=CC=3C=2)N=1)(C1C=CC=CC=1)C1C=CC=CC=1, predict the reaction product. The product is: [NH2:41][C:38]1[N:39]=[CH:40][C:35]([C:2]2[N:11]=[C:10]([NH:12][CH2:13][CH:14]([CH:21]3[CH2:26][CH2:25][CH2:24][CH2:23][CH2:22]3)[C:15]3[CH:20]=[CH:19][CH:18]=[CH:17][CH:16]=3)[C:9]3[C:4](=[CH:5][CH:6]=[CH:7][CH:8]=3)[N:3]=2)=[CH:36][N:37]=1.